Dataset: Catalyst prediction with 721,799 reactions and 888 catalyst types from USPTO. Task: Predict which catalyst facilitates the given reaction. (1) Reactant: [C:1]([O:5][C:6]([N:8]1[CH2:12][CH2:11][CH2:10][C@H:9]1[C:13]([OH:15])=O)=[O:7])([CH3:4])([CH3:3])[CH3:2].[N:16]([CH:19]1[CH:23]([O:24][CH2:25][C:26]2[CH:31]=[CH:30][CH:29]=[CH:28][CH:27]=2)[O:22][C:21](=[O:32])[CH2:20]1)=[N+]=[N-].C1(P(C2C=CC=CC=2)C2C=CC=CC=2)C=CC=CC=1.C(N(C(C)C)CC)(C)C.C(Cl)CCl.C1C=CC2N(O)N=NC=2C=1. Product: [C:1]([O:5][C:6]([N:8]1[CH2:12][CH2:11][CH2:10][C@@H:9]1[C:13](=[O:15])[NH:16][CH:19]1[CH2:20][C:21](=[O:32])[O:22][CH:23]1[O:24][CH2:25][C:26]1[CH:31]=[CH:30][CH:29]=[CH:28][CH:27]=1)=[O:7])([CH3:2])([CH3:3])[CH3:4]. The catalyst class is: 253. (2) Reactant: [C:1](Cl)(=[O:3])[CH3:2].[NH2:5][C:6]1[CH:7]=[C:8]([CH:32]=[CH:33][C:34]=1[OH:35])[C:9]([NH:11][NH:12][C:13]([C:15]1[O:16][CH:17]=[C:18]([C:26]2[CH:31]=[CH:30][CH:29]=[CH:28][CH:27]=2)[C:19]=1[C:20]1[CH:25]=[CH:24][CH:23]=[CH:22][CH:21]=1)=[O:14])=[O:10].C(N(C(C)C)C(C)C)C. Product: [C:1]([NH:5][C:6]1[CH:7]=[C:8]([CH:32]=[CH:33][C:34]=1[OH:35])[C:9]([NH:11][NH:12][C:13]([C:15]1[O:16][CH:17]=[C:18]([C:26]2[CH:27]=[CH:28][CH:29]=[CH:30][CH:31]=2)[C:19]=1[C:20]1[CH:21]=[CH:22][CH:23]=[CH:24][CH:25]=1)=[O:14])=[O:10])(=[O:3])[CH3:2]. The catalyst class is: 12. (3) Reactant: [F:8][C:7]([F:10])([F:9])[C:6](O[C:6](=[O:11])[C:7]([F:10])([F:9])[F:8])=[O:11].[C:14]([O:18][C:19](=[O:25])[C@H:20]([CH:22]([CH3:24])[CH3:23])[NH2:21])([CH3:17])([CH3:16])[CH3:15].C(N(CC)CC)C. Product: [C:14]([O:18][C:19](=[O:25])[C@H:20]([CH:22]([CH3:23])[CH3:24])[NH:21][C:6](=[O:11])[C:7]([F:8])([F:9])[F:10])([CH3:17])([CH3:16])[CH3:15]. The catalyst class is: 2. (4) Reactant: [CH3:1][O:2][C:3]1[CH:24]=[CH:23][C:6]([CH2:7][N:8]2[CH2:17][CH2:16][C:15]3[C:10](=[CH:11][CH:12]=[C:13]([CH2:18][C:19]([NH2:21])=O)[CH:14]=3)[C:9]2=[O:22])=[CH:5][CH:4]=1.N1C(Cl)=NC(Cl)=NC=1Cl. Product: [CH3:1][O:2][C:3]1[CH:24]=[CH:23][C:6]([CH2:7][N:8]2[CH2:17][CH2:16][C:15]3[C:10](=[CH:11][CH:12]=[C:13]([CH2:18][C:19]#[N:21])[CH:14]=3)[C:9]2=[O:22])=[CH:5][CH:4]=1. The catalyst class is: 118.